Task: Predict the reactants needed to synthesize the given product.. Dataset: Retrosynthesis with 50K atom-mapped reactions and 10 reaction types from USPTO (1) Given the product CCOC(=O)C(F)(F)C1(O)CCCCO1, predict the reactants needed to synthesize it. The reactants are: CCOC(=O)C(F)(F)Br.O=C1CCCCO1. (2) Given the product CCC(Oc1cncc(Cl)c1)C(=O)O, predict the reactants needed to synthesize it. The reactants are: CCC(Oc1cncc(Cl)c1)C(=O)OC.